From a dataset of Forward reaction prediction with 1.9M reactions from USPTO patents (1976-2016). Predict the product of the given reaction. (1) Given the reactants [F:1][C:2]1[CH:10]=[C:9]2[C:5]([C:6]([C:12]3[N:13]=[C:14]4[C:20]([C:21]([NH:23][C:24]([CH3:37])([CH3:36])[CH2:25][CH2:26][CH2:27][NH:28]C(=O)OC(C)(C)C)=[O:22])=[CH:19][NH:18][C:15]4=[N:16][CH:17]=3)=[N:7][N:8]2[CH3:11])=[CH:4][CH:3]=1.[F:38][C:39]([F:44])([F:43])[C:40]([OH:42])=[O:41], predict the reaction product. The product is: [F:38][C:39]([F:44])([F:43])[C:40]([OH:42])=[O:41].[NH2:28][CH2:27][CH2:26][CH2:25][C:24]([NH:23][C:21]([C:20]1[C:14]2[C:15](=[N:16][CH:17]=[C:12]([C:6]3[C:5]4[C:9](=[CH:10][C:2]([F:1])=[CH:3][CH:4]=4)[N:8]([CH3:11])[N:7]=3)[N:13]=2)[NH:18][CH:19]=1)=[O:22])([CH3:36])[CH3:37]. (2) Given the reactants [C:1]1([CH:7]([C:19]2[CH:24]=[CH:23][CH:22]=[CH:21][CH:20]=2)[N:8]2[CH2:13][CH2:12][CH:11]([CH2:14][CH2:15][CH2:16][CH2:17]O)[CH2:10][CH2:9]2)[CH:6]=[CH:5][CH:4]=[CH:3][CH:2]=1.C1(P(C2C=CC=CC=2)C2C=CC=CC=2)C=CC=CC=1.[C:44]1(=[O:54])[NH:48][C:47](=[O:49])[C:46]2=[CH:50][CH:51]=[CH:52][CH:53]=[C:45]12.C(OC(N=NC(OCC)=O)=O)C, predict the reaction product. The product is: [C:1]1([CH:7]([C:19]2[CH:24]=[CH:23][CH:22]=[CH:21][CH:20]=2)[N:8]2[CH2:13][CH2:12][CH:11]([CH2:14][CH2:15][CH2:16][CH2:17][N:48]3[C:44](=[O:54])[C:45]4[C:46](=[CH:50][CH:51]=[CH:52][CH:53]=4)[C:47]3=[O:49])[CH2:10][CH2:9]2)[CH:2]=[CH:3][CH:4]=[CH:5][CH:6]=1. (3) Given the reactants Br[CH2:2][C:3]1[CH:8]=[CH:7][C:6]([O:9][CH2:10][CH:11]2[CH2:13][CH2:12]2)=[CH:5][C:4]=1[N+:14]([O-:16])=[O:15].CN1CC[O:21]CC1, predict the reaction product. The product is: [CH:11]1([CH2:10][O:9][C:6]2[CH:7]=[CH:8][C:3]([CH:2]=[O:21])=[C:4]([N+:14]([O-:16])=[O:15])[CH:5]=2)[CH2:13][CH2:12]1. (4) Given the reactants [CH3:1][C:2]1[N:3]=[CH:4][C:5]([C:8](=[O:10])[CH3:9])=[N:6][CH:7]=1.[C:11](OC)(=[O:16])[C:12]([O:14][CH3:15])=[O:13].C[Si]([N-][Si](C)(C)C)(C)C.[Li+], predict the reaction product. The product is: [CH3:1][C:2]1[N:3]=[CH:4][C:5]([C:8](=[O:10])[CH2:9][C:11](=[O:16])[C:12]([O:14][CH3:15])=[O:13])=[N:6][CH:7]=1.